This data is from Full USPTO retrosynthesis dataset with 1.9M reactions from patents (1976-2016). The task is: Predict the reactants needed to synthesize the given product. (1) Given the product [CH:6]1([NH:9][C:10](=[O:45])[C:11]2[CH:16]=[CH:15][C:14]([C:17]3[N:21]4[N:22]=[C:23]([C:33]([C:34]5[CH:39]=[CH:38][C:37]([O:40][CH3:41])=[C:36]([F:42])[CH:35]=5)=[CH2:1])[CH:24]=[C:25]([NH:26][CH2:27][CH2:28][C:29]([F:31])([F:32])[F:30])[C:20]4=[N:19][CH:18]=3)=[CH:13][C:12]=2[CH3:44])[CH2:8][CH2:7]1, predict the reactants needed to synthesize it. The reactants are: [CH2:1]([Li])CCC.[CH:6]1([NH:9][C:10](=[O:45])[C:11]2[CH:16]=[CH:15][C:14]([C:17]3[N:21]4[N:22]=[C:23]([C:33](=O)[C:34]5[CH:39]=[CH:38][C:37]([O:40][CH3:41])=[C:36]([F:42])[CH:35]=5)[CH:24]=[C:25]([NH:26][CH2:27][CH2:28][C:29]([F:32])([F:31])[F:30])[C:20]4=[N:19][CH:18]=3)=[CH:13][C:12]=2[CH3:44])[CH2:8][CH2:7]1.O. (2) Given the product [Cl:21][C:16]1[C:17]2[C:18](=[CH:5][CH:6]=[C:7]([C:10]([OH:12])=[O:11])[CH:8]=2)[NH:14][CH:15]=1, predict the reactants needed to synthesize it. The reactants are: N1C2C(=[CH:5][CH:6]=[C:7]([C:10]([OH:12])=[O:11])[CH:8]=2)C=C1.Cl[N:14]1[C:18](=O)[CH2:17][CH2:16][C:15]1=O.[Cl:21]CCl. (3) Given the product [CH3:19][C@H:20]1[CH2:25][N:24]([CH2:11][C:10]2[CH:13]=[CH:14][C:7]([N:1]3[CH2:6][CH2:5][O:4][CH2:3][CH2:2]3)=[CH:8][C:9]=2[C:15]([F:18])([F:17])[F:16])[CH2:23][CH2:22][N:21]1[C:26]([O:28][C:29]([CH3:30])([CH3:32])[CH3:31])=[O:27], predict the reactants needed to synthesize it. The reactants are: [N:1]1([C:7]2[CH:14]=[CH:13][C:10]([CH:11]=O)=[C:9]([C:15]([F:18])([F:17])[F:16])[CH:8]=2)[CH2:6][CH2:5][O:4][CH2:3][CH2:2]1.[CH3:19][C@H:20]1[CH2:25][NH:24][CH2:23][CH2:22][N:21]1[C:26]([O:28][C:29]([CH3:32])([CH3:31])[CH3:30])=[O:27].ClCCCl.C(O[BH-](OC(=O)C)OC(=O)C)(=O)C.[Na+]. (4) Given the product [CH:29]1([CH2:28][O:27][C:24]2[CH:25]=[CH:26][C:21]([N:16]3[CH2:17][CH2:18][CH:13]([C:10]4[CH:11]=[CH:12][C:7]([CH:5]([CH3:6])[C:4]([NH:3][CH2:1][CH3:2])=[O:19])=[CH:8][CH:9]=4)[CH2:14][CH2:15]3)=[C:22]([O:32][CH3:33])[CH:23]=2)[CH2:30][CH2:31]1, predict the reactants needed to synthesize it. The reactants are: [CH2:1]([NH:3][C:4](=[O:19])[CH:5]([C:7]1[CH:12]=[CH:11][C:10]([CH:13]2[CH2:18][CH2:17][NH:16][CH2:15][CH2:14]2)=[CH:9][CH:8]=1)[CH3:6])[CH3:2].Br[C:21]1[CH:26]=[CH:25][C:24]([O:27][CH2:28][CH:29]2[CH2:31][CH2:30]2)=[CH:23][C:22]=1[O:32][CH3:33].C(=O)([O-])[O-].[K+].[K+].N1CCC[C@H]1C(O)=O.